From a dataset of Forward reaction prediction with 1.9M reactions from USPTO patents (1976-2016). Predict the product of the given reaction. (1) Given the reactants Cl.[NH:2]1[CH2:7][CH2:6][CH:5]([C:8]2[CH:17]=[CH:16][C:11]([C:12]([O:14][CH3:15])=[O:13])=[CH:10][CH:9]=2)[CH2:4][CH2:3]1.C=O.[C:20]([BH3-])#N.[Na+].C(O)(=O)C, predict the reaction product. The product is: [CH3:20][N:2]1[CH2:7][CH2:6][CH:5]([C:8]2[CH:17]=[CH:16][C:11]([C:12]([O:14][CH3:15])=[O:13])=[CH:10][CH:9]=2)[CH2:4][CH2:3]1. (2) Given the reactants [NH2:1][C:2]1[CH:7]=[C:6]([C:8]([C:10]2[C:15]([N:16](COC)[S:17]([C:20]3[CH:25]=[CH:24][C:23]([CH3:26])=[C:22]([C:27]([F:30])([F:29])[F:28])[CH:21]=3)(=[O:19])=[O:18])=[CH:14][C:13]([Cl:34])=[CH:12][N:11]=2)=[O:9])[CH:5]=[CH:4][N:3]=1.[CH3:35][S:36](Cl)(=[O:38])=[O:37], predict the reaction product. The product is: [Cl:34][C:13]1[CH:14]=[C:15]([NH:16][S:17]([C:20]2[CH:25]=[CH:24][C:23]([CH3:26])=[C:22]([C:27]([F:30])([F:29])[F:28])[CH:21]=2)(=[O:19])=[O:18])[C:10]([C:8]([C:6]2[CH:5]=[CH:4][N:3]=[C:2]([NH:1][S:36]([CH3:35])(=[O:38])=[O:37])[CH:7]=2)=[O:9])=[N:11][CH:12]=1.